From a dataset of Reaction yield outcomes from USPTO patents with 853,638 reactions. Predict the reaction yield, written as a fraction of the theoretical maximum amount of product (1.0 means a 100% yield; for example, 0.34 means a 34% yield). The reactants are [CH3:1][O:2][C:3]1[CH:4]=[CH:5][C:6]2[NH:11][CH2:10][C:9](=[O:12])[NH:8][C:7]=2[N:13]=1.C([O-])(O)=O.[Na+].Cl[C:20]([O:22][CH2:23][C:24]1[CH:29]=[CH:28][CH:27]=[CH:26][CH:25]=1)=[O:21]. The catalyst is CCOC(C)=O. The product is [CH3:1][O:2][C:3]1[CH:4]=[CH:5][C:6]2[N:11]([C:20]([O:22][CH2:23][C:24]3[CH:29]=[CH:28][CH:27]=[CH:26][CH:25]=3)=[O:21])[CH2:10][C:9](=[O:12])[NH:8][C:7]=2[N:13]=1. The yield is 0.990.